From a dataset of Full USPTO retrosynthesis dataset with 1.9M reactions from patents (1976-2016). Predict the reactants needed to synthesize the given product. (1) Given the product [C:1]([O:5][C:6](=[O:16])[C@@H:7]([CH2:18][CH2:19][CH2:20][CH2:21][CH3:22])[C@@H:8]([OH:15])[CH2:9][CH2:10][CH2:11][CH2:12][CH2:13][CH3:14])([CH3:2])([CH3:4])[CH3:3], predict the reactants needed to synthesize it. The reactants are: [C:1]([O:5][C:6](=[O:16])[CH2:7][C@H:8]([OH:15])[CH2:9][CH2:10][CH2:11][CH2:12][CH2:13][CH3:14])([CH3:4])([CH3:3])[CH3:2].I[CH2:18][CH2:19][CH2:20][CH2:21][CH3:22]. (2) The reactants are: [Cl:1][C:2]1[N:10]=[C:9]([CH3:11])[CH:8]=[CH:7][C:3]=1[C:4]([OH:6])=O.[CH3:12][CH2:13][CH2:14][CH:15]([NH2:19])[CH2:16][CH2:17][CH3:18]. Given the product [Cl:1][C:2]1[N:10]=[C:9]([CH3:11])[CH:8]=[CH:7][C:3]=1[C:4]([NH:19][CH:15]([CH2:16][CH2:17][CH3:18])[CH2:14][CH2:13][CH3:12])=[O:6], predict the reactants needed to synthesize it. (3) Given the product [CH3:9][O:8][C:6]([C:5]1[CH:10]=[CH:11][C:2]([N:22]2[CH2:21][C@@H:20]3[CH2:25][C@H:23]2[CH2:24][N:19]3[C:17]([O:16][C:12]([CH3:15])([CH3:14])[CH3:13])=[O:18])=[N:3][CH:4]=1)=[O:7], predict the reactants needed to synthesize it. The reactants are: Cl[C:2]1[CH:11]=[CH:10][C:5]([C:6]([O:8][CH3:9])=[O:7])=[CH:4][N:3]=1.[C:12]([O:16][C:17]([N:19]1[CH2:24][C@@H:23]2[CH2:25][C@H:20]1[CH2:21][NH:22]2)=[O:18])([CH3:15])([CH3:14])[CH3:13]. (4) Given the product [F:10][C:8]1[CH:7]=[CH:6][C:3]([C:4]#[N:5])=[C:2]([C:13]2[CH:14]=[CH:15][O:11][CH:12]=2)[CH:9]=1, predict the reactants needed to synthesize it. The reactants are: Br[C:2]1[CH:9]=[C:8]([F:10])[CH:7]=[CH:6][C:3]=1[C:4]#[N:5].[O:11]1[CH:15]=[CH:14][C:13](B(O)O)=[CH:12]1.C([O-])([O-])=O.[Na+].[Na+]. (5) Given the product [C:1]([O:5][C:6]([C:8]1[C:13]([C:14]2[O:18][CH2:17][CH:16]([C:19]3[CH:20]=[CH:21][CH:22]=[CH:23][CH:24]=3)[N:15]=2)=[N:12][C:11]([C:26]2[CH:27]=[CH:28][C:29]([Cl:32])=[CH:30][CH:31]=2)=[C:10]([C:33]2[CH:38]=[CH:37][C:36]([Cl:39])=[CH:35][CH:34]=2)[N:9]=1)=[O:7])([CH3:3])([CH3:2])[CH3:4], predict the reactants needed to synthesize it. The reactants are: [C:1]([O:5][C:6]([C:8]1[C:13]([C:14](=O)[NH:15][CH:16]([C:19]2[CH:24]=[CH:23][CH:22]=[CH:21][CH:20]=2)[CH2:17][OH:18])=[N:12][C:11]([C:26]2[CH:31]=[CH:30][C:29]([Cl:32])=[CH:28][CH:27]=2)=[C:10]([C:33]2[CH:38]=[CH:37][C:36]([Cl:39])=[CH:35][CH:34]=2)[N:9]=1)=[O:7])([CH3:4])([CH3:3])[CH3:2].CCN(S(F)(F)F)CC.C([O-])([O-])=O.[K+].[K+].C([O-])(O)=O.[Na+]. (6) Given the product [O:16]1[CH2:17][CH2:18][CH:14]([O:13][C:12]2[CH:19]=[CH:20][C:9]([OH:8])=[CH:10][CH:11]=2)[CH2:15]1, predict the reactants needed to synthesize it. The reactants are: C([O:8][C:9]1[CH:20]=[CH:19][C:12]([O:13][CH:14]2[CH2:18][CH2:17][O:16][CH2:15]2)=[CH:11][CH:10]=1)C1C=CC=CC=1. (7) Given the product [CH:38]1([NH:28][C:11]2[C:12]3[N:13]([C:15]([C:18]([NH:20][C:21]4[CH:22]=[CH:23][N:24]=[CH:47][C:49]=4[F:52])=[O:19])=[CH:16][N:17]=3)[N:14]=[C:9]([NH:8][C@H:5]3[CH2:6][CH2:7][C@H:2]([NH:1][C:42](=[O:43])[NH:41][CH:44]([CH3:46])[CH3:45])[CH2:3][CH2:4]3)[CH:10]=2)[CH2:39][CH2:40]1, predict the reactants needed to synthesize it. The reactants are: [NH2:1][C@H:2]1[CH2:7][CH2:6][C@H:5]([NH:8][C:9]2[CH:10]=[C:11]([N:28]([CH:38]3[CH2:40][CH2:39]3)CC3C=CC(OC)=CC=3)[C:12]3[N:13]([C:15]([C:18]([NH:20][C:21]4C=C[N:24]=[CH:23][C:22]=4F)=[O:19])=[CH:16][N:17]=3)[N:14]=2)[CH2:4][CH2:3]1.[N:41]([CH:44]([CH3:46])[CH3:45])=[C:42]=[O:43].[C:47](O)([C:49]([F:52])(F)F)=O.